The task is: Predict which catalyst facilitates the given reaction.. This data is from Catalyst prediction with 721,799 reactions and 888 catalyst types from USPTO. (1) Reactant: [F:1][C:2]([F:32])([F:31])[C:3]1[CH:4]=[C:5]([CH:24]=[C:25]([C:27]([F:30])([F:29])[F:28])[CH:26]=1)[C:6]([N:8]1[CH2:13][CH2:12][NH:11][CH2:10][C@H:9]1[CH2:14][C:15]1[C:23]2[C:18](=[CH:19][CH:20]=[CH:21][CH:22]=2)[NH:17][CH:16]=1)=[O:7].[ClH:33].[O:34]1[CH2:39][CH2:38][N:37]([CH2:40][C:41]#[C:42][CH2:43][CH2:44][Cl:45])[CH2:36][CH2:35]1.C(=O)([O-])[O-].[K+].[K+].[I-].[K+]. Product: [ClH:45].[ClH:33].[F:30][C:27]([F:28])([F:29])[C:25]1[CH:24]=[C:5]([CH:4]=[C:3]([C:2]([F:1])([F:31])[F:32])[CH:26]=1)[C:6]([N:8]1[CH2:13][CH2:12][N:11]([CH2:44][CH2:43][C:42]#[C:41][CH2:40][N:37]2[CH2:38][CH2:39][O:34][CH2:35][CH2:36]2)[CH2:10][C@H:9]1[CH2:14][C:15]1[C:23]2[C:18](=[CH:19][CH:20]=[CH:21][CH:22]=2)[NH:17][CH:16]=1)=[O:7]. The catalyst class is: 10. (2) Reactant: [CH3:1][C:2]([C@:4]1([O:25][C:26]([CH3:28])=[O:27])[C@@:8]2([CH3:24])[CH2:9][CH2:10][C@@H:11]3[C@:21]4([CH3:22])[C:15](=[CH:16][C:17]([CH2:19][CH2:20]4)=[O:18])[C:14]([Cl:23])=[CH:13][C@H:12]3[C@@H:7]2[CH2:6][CH2:5]1)=[O:3].ClC1C(=O)C(C#N)=C(C#N)C(=O)C=1Cl. Product: [CH3:1][C:2]([C@:4]1([O:25][C:26]([CH3:28])=[O:27])[C@@:8]2([CH3:24])[CH2:9][CH2:10][C@@H:11]3[C@:21]4([CH3:22])[C:15](=[CH:16][C:17]([CH:19]=[CH:20]4)=[O:18])[C:14]([Cl:23])=[CH:13][C@H:12]3[C@@H:7]2[CH2:6][CH2:5]1)=[O:3]. The catalyst class is: 12. (3) Reactant: [CH:1]1([N:6]2[CH2:12][C:11]([F:14])([F:13])[C:10](=[O:15])[N:9]([CH2:16][CH3:17])[C:8]3[CH:18]=[N:19][C:20]([NH:22][C:23]4[CH:31]=[CH:30][C:26]([C:27](O)=[O:28])=[CH:25][CH:24]=4)=[N:21][C:7]2=3)[CH2:5][CH2:4][CH2:3][CH2:2]1.F[P-](F)(F)(F)(F)F.C[N:40](C(N(C)C)=[N+]1C2C(=NC=CC=2)[N+]([O-])=N1)C.C(N(C(C)C)CC)(C)C.[Cl-].[NH4+]. Product: [CH:1]1([N:6]2[CH2:12][C:11]([F:14])([F:13])[C:10](=[O:15])[N:9]([CH2:16][CH3:17])[C:8]3[CH:18]=[N:19][C:20]([NH:22][C:23]4[CH:31]=[CH:30][C:26]([C:27]([NH2:40])=[O:28])=[CH:25][CH:24]=4)=[N:21][C:7]2=3)[CH2:2][CH2:3][CH2:4][CH2:5]1. The catalyst class is: 288. (4) Reactant: Br[C:2]1[CH:9]=[N:8][CH:7]=[C:6]([Br:10])[C:3]=1[CH:4]=[O:5].[C:11]1(=[O:24])[C:16]2[S:17][C:18]3[CH2:23][CH2:22][CH2:21][CH2:20][C:19]=3[C:15]=2[CH2:14][CH2:13][NH:12]1.C(=O)([O-])[O-].[Cs+].[Cs+].CC1(C)C2C(=C(P(C3C=CC=CC=3)C3C=CC=CC=3)C=CC=2)OC2C(P(C3C=CC=CC=3)C3C=CC=CC=3)=CC=CC1=2. Product: [Br:10][C:6]1[CH:7]=[N:8][CH:9]=[C:2]([N:12]2[C:11](=[O:24])[C:16]3[S:17][C:18]4[CH2:23][CH2:22][CH2:21][CH2:20][C:19]=4[C:15]=3[CH2:14][CH2:13]2)[C:3]=1[CH:4]=[O:5]. The catalyst class is: 102. (5) Reactant: [Br:1][C:2]1[CH:7]=[CH:6][C:5](I)=[C:4]([F:9])[CH:3]=1.C([Mg]Cl)(C)C.[F:15][C:16]1[CH:21]=[CH:20][CH:19]=[CH:18][C:17]=1[S:22][S:22][C:17]1[CH:18]=[CH:19][CH:20]=[CH:21][C:16]=1[F:15]. Product: [Br:1][C:2]1[CH:7]=[CH:6][C:5]([S:22][C:17]2[CH:18]=[CH:19][CH:20]=[CH:21][C:16]=2[F:15])=[C:4]([F:9])[CH:3]=1. The catalyst class is: 683. (6) Reactant: [OH:1][C:2]([CH3:40])([CH3:39])[CH2:3][O:4][C@H:5]1[CH2:10][CH2:9][C@H:8]([N:11]2[C:16](=[O:17])[C:15]([CH2:18][C:19]3[CH:24]=[CH:23][C:22]([C:25]4[C:26]([C:31]#[N:32])=[CH:27][CH:28]=[CH:29][CH:30]=4)=[CH:21][CH:20]=3)=[C:14]([CH2:33][CH2:34][CH3:35])[N:13]3[N:36]=[CH:37][CH:38]=[C:12]23)[CH2:7][CH2:6]1.C[Si]([N:45]=[N+:46]=[N-:47])(C)C.C([Sn](=O)CCCC)CCC.C1(C)C=CC=CC=1. Product: [OH:1][C:2]([CH3:39])([CH3:40])[CH2:3][O:4][C@H:5]1[CH2:10][CH2:9][C@H:8]([N:11]2[C:16](=[O:17])[C:15]([CH2:18][C:19]3[CH:24]=[CH:23][C:22]([C:25]4[CH:30]=[CH:29][CH:28]=[CH:27][C:26]=4[C:31]4[NH:47][N:46]=[N:45][N:32]=4)=[CH:21][CH:20]=3)=[C:14]([CH2:33][CH2:34][CH3:35])[N:13]3[N:36]=[CH:37][CH:38]=[C:12]23)[CH2:7][CH2:6]1. The catalyst class is: 69. (7) Reactant: [OH:1][C:2]1[CH:7]=[CH:6][C:5]([N:8]2[C:13](=[O:14])[C:12]([CH2:15][C:16]3[CH:21]=[CH:20][C:19]([C:22]4[C:23]([C:28]#[N:29])=[CH:24][CH:25]=[CH:26][CH:27]=4)=[CH:18][CH:17]=3)=[C:11]([CH2:30][CH2:31][CH3:32])[N:10]=[C:9]2[CH3:33])=[CH:4][CH:3]=1.[CH3:34][C:35]1([CH3:42])[CH2:40][CH:39](O)[CH2:38][CH2:37][O:36]1.C1(P(C2C=CC=CC=2)C2C=CC=CC=2)C=CC=CC=1.[N:63]([C:64]([O:66]C(C)C)=[O:65])=[N:63][C:64]([O:66]C(C)C)=[O:65]. Product: [CH3:34][C:35]1([CH3:42])[CH2:40][CH:39]([O:1][C:2]2[CH:3]=[CH:4][C:5]([N:8]3[C:13](=[O:14])[C:12]([CH2:15][C:16]4[CH:21]=[CH:20][C:19]([C:22]5[CH:27]=[CH:26][CH:25]=[CH:24][C:23]=5[C:28]5[NH:63][C:64](=[O:65])[O:66][N:29]=5)=[CH:18][CH:17]=4)=[C:11]([CH2:30][CH2:31][CH3:32])[N:10]=[C:9]3[CH3:33])=[CH:6][CH:7]=2)[CH2:38][CH2:37][O:36]1. The catalyst class is: 30.